Dataset: NCI-60 drug combinations with 297,098 pairs across 59 cell lines. Task: Regression. Given two drug SMILES strings and cell line genomic features, predict the synergy score measuring deviation from expected non-interaction effect. (1) Drug 1: CC1C(C(CC(O1)OC2CC(CC3=C2C(=C4C(=C3O)C(=O)C5=C(C4=O)C(=CC=C5)OC)O)(C(=O)CO)O)N)O.Cl. Drug 2: C1=C(C(=O)NC(=O)N1)F. Cell line: SNB-19. Synergy scores: CSS=32.5, Synergy_ZIP=2.36, Synergy_Bliss=2.71, Synergy_Loewe=2.20, Synergy_HSA=2.59. (2) Drug 1: CNC(=O)C1=CC=CC=C1SC2=CC3=C(C=C2)C(=NN3)C=CC4=CC=CC=N4. Drug 2: C1CN(CCN1C(=O)CCBr)C(=O)CCBr. Cell line: HCT116. Synergy scores: CSS=8.63, Synergy_ZIP=-10.8, Synergy_Bliss=-6.33, Synergy_Loewe=-6.28, Synergy_HSA=-5.50. (3) Drug 1: CC1C(C(CC(O1)OC2CC(CC3=C2C(=C4C(=C3O)C(=O)C5=C(C4=O)C(=CC=C5)OC)O)(C(=O)C)O)N)O.Cl. Drug 2: CC1=C(C=C(C=C1)NC(=O)C2=CC=C(C=C2)CN3CCN(CC3)C)NC4=NC=CC(=N4)C5=CN=CC=C5. Cell line: HL-60(TB). Synergy scores: CSS=39.7, Synergy_ZIP=9.16, Synergy_Bliss=12.9, Synergy_Loewe=-41.2, Synergy_HSA=7.74. (4) Drug 1: CC1=C(C(CCC1)(C)C)C=CC(=CC=CC(=CC(=O)O)C)C. Drug 2: CCC1(CC2CC(C3=C(CCN(C2)C1)C4=CC=CC=C4N3)(C5=C(C=C6C(=C5)C78CCN9C7C(C=CC9)(C(C(C8N6C)(C(=O)OC)O)OC(=O)C)CC)OC)C(=O)OC)O.OS(=O)(=O)O. Cell line: KM12. Synergy scores: CSS=5.71, Synergy_ZIP=9.17, Synergy_Bliss=12.7, Synergy_Loewe=4.32, Synergy_HSA=7.52. (5) Drug 1: CC1OCC2C(O1)C(C(C(O2)OC3C4COC(=O)C4C(C5=CC6=C(C=C35)OCO6)C7=CC(=C(C(=C7)OC)O)OC)O)O. Drug 2: CCCCC(=O)OCC(=O)C1(CC(C2=C(C1)C(=C3C(=C2O)C(=O)C4=C(C3=O)C=CC=C4OC)O)OC5CC(C(C(O5)C)O)NC(=O)C(F)(F)F)O. Synergy scores: CSS=0.919, Synergy_ZIP=-0.199, Synergy_Bliss=-1.16, Synergy_Loewe=-1.92, Synergy_HSA=-1.39. Cell line: NCI/ADR-RES. (6) Drug 1: C1=CC(=CC=C1CCCC(=O)O)N(CCCl)CCCl. Drug 2: C1=NC2=C(N=C(N=C2N1C3C(C(C(O3)CO)O)F)Cl)N. Cell line: M14. Synergy scores: CSS=20.9, Synergy_ZIP=-6.59, Synergy_Bliss=-4.92, Synergy_Loewe=-25.3, Synergy_HSA=-4.05. (7) Drug 1: CCCCC(=O)OCC(=O)C1(CC(C2=C(C1)C(=C3C(=C2O)C(=O)C4=C(C3=O)C=CC=C4OC)O)OC5CC(C(C(O5)C)O)NC(=O)C(F)(F)F)O. Drug 2: C1CCC(C(C1)N)N.C(=O)(C(=O)[O-])[O-].[Pt+4]. Cell line: MOLT-4. Synergy scores: CSS=94.8, Synergy_ZIP=4.97, Synergy_Bliss=4.92, Synergy_Loewe=2.54, Synergy_HSA=6.11. (8) Drug 1: C1CCC(CC1)NC(=O)N(CCCl)N=O. Drug 2: C1CC(=O)NC(=O)C1N2C(=O)C3=CC=CC=C3C2=O. Cell line: SNB-75. Synergy scores: CSS=15.8, Synergy_ZIP=2.17, Synergy_Bliss=4.52, Synergy_Loewe=4.39, Synergy_HSA=4.34. (9) Drug 1: CC1=CC2C(CCC3(C2CCC3(C(=O)C)OC(=O)C)C)C4(C1=CC(=O)CC4)C. Drug 2: C1=NC(=NC(=O)N1C2C(C(C(O2)CO)O)O)N. Cell line: 786-0. Synergy scores: CSS=0.481, Synergy_ZIP=0.410, Synergy_Bliss=1.88, Synergy_Loewe=-3.15, Synergy_HSA=0.163.